This data is from Peptide-MHC class I binding affinity with 185,985 pairs from IEDB/IMGT. The task is: Regression. Given a peptide amino acid sequence and an MHC pseudo amino acid sequence, predict their binding affinity value. This is MHC class I binding data. (1) The peptide sequence is NVHRSQFAQ. The MHC is HLA-A68:02 with pseudo-sequence HLA-A68:02. The binding affinity (normalized) is 0.0847. (2) The peptide sequence is FSPEVIPMF. The MHC is HLA-B44:02 with pseudo-sequence HLA-B44:02. The binding affinity (normalized) is 0. (3) The peptide sequence is PLKVKDIPF. The MHC is HLA-B44:02 with pseudo-sequence HLA-B44:02. The binding affinity (normalized) is 0.0847. (4) The peptide sequence is LYIIKLVFL. The MHC is HLA-A29:02 with pseudo-sequence HLA-A29:02. The binding affinity (normalized) is 0.257. (5) The peptide sequence is TDRGKDKVKVL. The MHC is Mamu-B01 with pseudo-sequence Mamu-B01. The binding affinity (normalized) is 0. (6) The peptide sequence is WKFDSRLAF. The MHC is HLA-B57:01 with pseudo-sequence HLA-B57:01. The binding affinity (normalized) is 0.0277.